This data is from Full USPTO retrosynthesis dataset with 1.9M reactions from patents (1976-2016). The task is: Predict the reactants needed to synthesize the given product. Given the product [CH:11]1([CH:7]([C:1]2[CH:2]=[CH:3][CH:4]=[CH:5][CH:6]=2)[C:12]([NH:54][CH2:53][CH2:52][CH2:51][N:46]2[CH2:50][CH2:49][CH2:48][CH2:47]2)=[O:14])[CH2:10][CH2:9][CH2:8][CH2:15]1, predict the reactants needed to synthesize it. The reactants are: [C:1]1([C:7]2([C:12]([OH:14])=O)[CH2:11][CH2:10][CH2:9][CH2:8]2)[CH:6]=[CH:5][CH:4]=[CH:3][CH:2]=1.[CH3:15]N(C(ON1N=NC2C=CC=CC1=2)=[N+](C)C)C.F[P-](F)(F)(F)(F)F.CN1CCOCC1.[N:46]1([CH2:51][CH2:52][CH2:53][NH2:54])[CH2:50][CH2:49][CH2:48][CH2:47]1.C[Si](Cl)(C)C.